This data is from Reaction yield outcomes from USPTO patents with 853,638 reactions. The task is: Predict the reaction yield, written as a fraction of the theoretical maximum amount of product (1.0 means a 100% yield; for example, 0.34 means a 34% yield). (1) The reactants are [H-].[Na+].[NH2:3][C:4]1[N:8]([CH3:9])[N:7]=[CH:6][C:5]=1[C:10]([O:12][CH2:13][CH3:14])=[O:11].F[C:16]1[CH:17]=[C:18](C)[CH:19]=[CH:20][C:21]=1[N+:22]([O-:24])=[O:23].[CH2:26]1COCC1. No catalyst specified. The product is [CH2:13]([O:12][C:10]([C:5]1[CH:6]=[N:7][N:8]([CH3:9])[C:4]=1[NH:3][C:20]1[CH:19]=[CH:18][C:17]([CH3:26])=[CH:16][C:21]=1[N+:22]([O-:24])=[O:23])=[O:11])[CH3:14]. The yield is 0.610. (2) The reactants are [C:1]([O:5][C:6]([N:8]1[CH2:17][CH2:16][C:15]2[C:10](=[CH:11][CH:12]=[CH:13][C:14]=2/[CH:18]=[CH:19]/[C:20]([O:22][CH2:23][CH3:24])=[O:21])[CH2:9]1)=[O:7])([CH3:4])([CH3:3])[CH3:2].C(Cl)Cl. The catalyst is CO.[Pd]. The product is [C:1]([O:5][C:6]([N:8]1[CH2:17][CH2:16][C:15]2[C:10](=[CH:11][CH:12]=[CH:13][C:14]=2[CH2:18][CH2:19][C:20]([O:22][CH2:23][CH3:24])=[O:21])[CH2:9]1)=[O:7])([CH3:4])([CH3:3])[CH3:2]. The yield is 0.950.